Dataset: Full USPTO retrosynthesis dataset with 1.9M reactions from patents (1976-2016). Task: Predict the reactants needed to synthesize the given product. (1) Given the product [C:29]([O:33][C:34]([N:36]1[CH2:41][CH2:40][N:39]([C:54]2[CH:55]=[CH:56][CH:57]=[C:52]([CH2:45][C:46]3[CH:51]=[CH:50][CH:49]=[CH:48][CH:47]=3)[CH:53]=2)[C@@H:38]([CH:42]([CH3:44])[CH3:43])[CH2:37]1)=[O:35])([CH3:32])([CH3:31])[CH3:30], predict the reactants needed to synthesize it. The reactants are: CC1C=CC=CC=1P(C1C=CC=CC=1C)C1C=CC=CC=1C.CC([O-])(C)C.[Na+].[C:29]([O:33][C:34]([N:36]1[CH2:41][CH2:40][NH:39][C@@H:38]([CH:42]([CH3:44])[CH3:43])[CH2:37]1)=[O:35])([CH3:32])([CH3:31])[CH3:30].[CH2:45]([C:52]1[CH:57]=[CH:56][CH:55]=[C:54](Br)[CH:53]=1)[C:46]1[CH:51]=[CH:50][CH:49]=[CH:48][CH:47]=1. (2) Given the product [OH:16][C:17]1[CH:18]=[CH:19][C:20]([CH:21]=[CH:22][C:23]([O:25][CH2:10][C:8](=[O:9])[CH:7]=[CH:6][C:5]2[CH:12]=[CH:13][C:2]([OH:1])=[CH:3][CH:4]=2)=[O:24])=[CH:26][CH:27]=1, predict the reactants needed to synthesize it. The reactants are: [OH:1][C:2]1[CH:13]=[CH:12][C:5]([CH:6]=[CH:7][C:8]([CH2:10]I)=[O:9])=[CH:4][CH:3]=1.[Na].[K].[OH:16][C:17]1[CH:27]=[CH:26][C:20]([CH:21]=[CH:22][C:23]([OH:25])=[O:24])=[CH:19][CH:18]=1. (3) The reactants are: Br[C:2]1[CH:3]=[C:4]([C:9]([NH:12][C:13](=[O:23])[O:14][CH:15]2[CH:20]3[CH2:21][CH2:22][N:17]([CH2:18][CH2:19]3)[CH2:16]2)([CH3:11])[CH3:10])[CH:5]=[CH:6][C:7]=1[F:8]. Given the product [F:8][C:7]1[CH:6]=[CH:5][C:4]([C:2]2[C:7]([F:8])=[CH:6][CH:5]=[C:4]([C:9]([NH:12][C:13](=[O:23])[O:14][CH:15]3[CH:20]4[CH2:21][CH2:22][N:17]([CH2:18][CH2:19]4)[CH2:16]3)([CH3:11])[CH3:10])[CH:3]=2)=[CH:3][CH:2]=1, predict the reactants needed to synthesize it. (4) Given the product [CH3:53][N:2]([CH3:1])[C:3](=[O:52])[C:4]1[CH:9]=[C:8]([NH:10][S:11]([CH3:14])(=[O:12])=[O:13])[CH:7]=[C:6]([C:15]2[C:23]3[C:22]([NH:24][C@H:25]([C:27]4[N:32]([C:33]5[CH:38]=[CH:37][CH:36]=[CH:35][CH:34]=5)[C:31](=[O:39])[C:30]5=[C:40]([CH3:43])[CH:41]=[CH:42][N:29]5[N:28]=4)[CH3:26])=[N:21][CH:20]=[N:19][C:18]=3[NH:17][CH:16]=2)[CH:5]=1, predict the reactants needed to synthesize it. The reactants are: [CH3:1][N:2]([CH3:53])[C:3](=[O:52])[C:4]1[CH:9]=[C:8]([NH:10][S:11]([CH3:14])(=[O:13])=[O:12])[CH:7]=[C:6]([C:15]2[C:23]3[C:22]([NH:24][C@H:25]([C:27]4[N:32]([C:33]5[CH:38]=[CH:37][CH:36]=[CH:35][CH:34]=5)[C:31](=[O:39])[C:30]5=[C:40]([CH3:43])[CH:41]=[CH:42][N:29]5[N:28]=4)[CH3:26])=[N:21][CH:20]=[N:19][C:18]=3[N:17](COCC[Si](C)(C)C)[CH:16]=2)[CH:5]=1.FC(F)(F)C(O)=O.N. (5) Given the product [CH2:25]([N:22]1[CH2:23][CH2:24][N:19]([CH2:18][C:15]2[CH:16]=[CH:17][C:12]([NH:11][C:9](=[O:10])[CH3:8])=[CH:13][C:14]=2[C:27]([F:29])([F:28])[F:30])[CH2:20][CH2:21]1)[CH3:26], predict the reactants needed to synthesize it. The reactants are: BrC1C=CC([CH2:8][C:9]([NH:11][C:12]2[CH:17]=[CH:16][C:15]([CH2:18][N:19]3[CH2:24][CH2:23][N:22]([CH2:25][CH3:26])[CH2:21][CH2:20]3)=[C:14]([C:27]([F:30])([F:29])[F:28])[CH:13]=2)=[O:10])=C(F)C=1.CC1(C)C(C)(C)OB(C2C=CC=NC=2)O1.C([O-])([O-])=O.[Cs+].[Cs+]. (6) Given the product [C:31]([O:29][CH2:28][C:2]([F:1])([F:30])[CH2:3][N:4]1[C:8]([C:9]2[CH:10]=[CH:11][C:12]([F:15])=[CH:13][CH:14]=2)=[C:7]([C:16]2[CH:17]=[CH:18][C:19]3[O:24][CH2:23][C:22](=[O:25])[NH:21][C:20]=3[CH:26]=2)[C:6]([CH3:27])=[N:5]1)(=[O:47])[CH2:32][CH2:33][CH2:34][CH2:35][CH2:36][CH2:37][CH2:38][CH2:39][CH2:40][CH2:41][CH2:42][CH2:43][CH2:44][CH2:45][CH3:46], predict the reactants needed to synthesize it. The reactants are: [F:1][C:2]([F:30])([CH2:28][OH:29])[CH2:3][N:4]1[C:8]([C:9]2[CH:14]=[CH:13][C:12]([F:15])=[CH:11][CH:10]=2)=[C:7]([C:16]2[CH:17]=[CH:18][C:19]3[O:24][CH2:23][C:22](=[O:25])[NH:21][C:20]=3[CH:26]=2)[C:6]([CH3:27])=[N:5]1.[C:31](O)(=[O:47])[CH2:32][CH2:33][CH2:34][CH2:35][CH2:36][CH2:37][CH2:38][CH2:39][CH2:40][CH2:41][CH2:42][CH2:43][CH2:44][CH2:45][CH3:46].CCN=C=NCCCN(C)C.C([O-])(O)=O.[Na+].